The task is: Predict the product of the given reaction.. This data is from Forward reaction prediction with 1.9M reactions from USPTO patents (1976-2016). (1) Given the reactants O.O.O.O.O.O.O.O.O.O.[Fe-4:11](C#N)(C#N)(C#N)(C#N)(C#N)[C:12]#[N:13].[Na+].[Na+].[Na+].[Na+].O.O.O.O.O.O.O.O.O.[N+]([O-])([O-])=O.[Fe+2:41].[N+]([O-])([O-])=O, predict the reaction product. The product is: [C-:12]#[N:13].[C-:12]#[N:13].[C-:12]#[N:13].[C-:12]#[N:13].[C-:12]#[N:13].[C-:12]#[N:13].[C-:12]#[N:13].[C-:12]#[N:13].[C-:12]#[N:13].[C-:12]#[N:13].[C-:12]#[N:13].[C-:12]#[N:13].[C-:12]#[N:13].[C-:12]#[N:13].[C-:12]#[N:13].[C-:12]#[N:13].[C-:12]#[N:13].[C-:12]#[N:13].[Fe+2:11].[Fe+2:41].[Fe+2:11].[Fe+3:11].[Fe+3:11].[Fe+3:11].[Fe+3:11]. (2) Given the reactants [CH:1]1[C:6]([CH:7]=O)=[CH:5][C:4]2[O:9][CH2:10][O:11][C:3]=2[CH:2]=1.[Br:12][C:13]1[C:21]([CH2:22]Br)=[CH:20][C:16]2[O:17][CH2:18][O:19][C:15]=2[CH:14]=1.C1([SiH2]C2C=CC=CC=2)C=CC=CC=1.C(=O)([O-])OC(C)(C)C.[Na+], predict the reaction product. The product is: [O:11]1[C:3]2[CH:2]=[CH:1][C:6]([CH:7]=[CH:22][C:21]3[C:13]([Br:12])=[CH:14][C:15]4[O:19][CH2:18][O:17][C:16]=4[CH:20]=3)=[CH:5][C:4]=2[O:9][CH2:10]1. (3) Given the reactants [Li]CCCC.[CH3:6][N:7]1[C:11]([CH3:12])=[CH:10][CH:9]=[N:8]1.[CH3:13][C:14]1([CH3:21])[CH2:19][CH2:18][CH2:17][C:16](=[O:20])[CH2:15]1, predict the reaction product. The product is: [CH3:13][C:14]1([CH3:21])[CH2:19][CH2:18][CH2:17][C:16]([CH2:6][N:7]2[C:11]([CH3:12])=[CH:10][CH:9]=[N:8]2)([OH:20])[CH2:15]1. (4) Given the reactants Cl[C:2]1[C:11]2[C:6](=[CH:7][C:8]([NH:14][C:15](=[O:17])[CH3:16])=[C:9]([O:12][CH3:13])[CH:10]=2)[N:5]=[CH:4][C:3]=1[C:18]#[N:19].[Cl:20][C:21]1[CH:27]=[C:26]([Cl:28])[C:25]([O:29][CH3:30])=[CH:24][C:22]=1[NH2:23].Cl.N1C=CC=CC=1, predict the reaction product. The product is: [C:18]([C:3]1[CH:4]=[N:5][C:6]2[C:11]([C:2]=1[NH:23][C:22]1[CH:24]=[C:25]([O:29][CH3:30])[C:26]([Cl:28])=[CH:27][C:21]=1[Cl:20])=[CH:10][C:9]([O:12][CH3:13])=[C:8]([NH:14][C:15](=[O:17])[CH3:16])[CH:7]=2)#[N:19]. (5) Given the reactants [O:1]1[C:6]2[CH:7]=[CH:8][C:9]([C:11]3[N:16]4[N:17]=[C:18]([NH2:20])[N:19]=[C:15]4[CH:14]=[CH:13][N:12]=3)=[CH:10][C:5]=2[O:4][CH2:3][CH2:2]1.C(N(CC)CC)C.[CH:28]1([C:31](Cl)=[O:32])[CH2:30][CH2:29]1, predict the reaction product. The product is: [O:1]1[C:6]2[CH:7]=[CH:8][C:9]([C:11]3[N:16]4[N:17]=[C:18]([NH:20][C:31]([CH:28]5[CH2:30][CH2:29]5)=[O:32])[N:19]=[C:15]4[CH:14]=[CH:13][N:12]=3)=[CH:10][C:5]=2[O:4][CH2:3][CH2:2]1. (6) The product is: [CH2:36]([O:43][C:44](=[O:77])[CH2:45][C@@H:46]([N:69]1[CH:70]=[CH:83][C:84]([C:85]2[CH:90]=[CH:89][C:88]([C:91]3[CH:96]=[CH:95][N:94]=[CH:93][CH:92]=3)=[CH:87][CH:86]=2)=[CH:80]1)[C:47]([NH:49][C@@H:50]([C:63]1[CH:68]=[CH:67][CH:66]=[CH:65][CH:64]=1)[CH2:51][O:52][C:53]([O:55][CH2:56][C:57]1[CH:58]=[CH:59][CH:60]=[CH:61][CH:62]=1)=[O:54])=[O:48])[C:37]1[CH:38]=[CH:39][CH:40]=[CH:41][CH:42]=1. Given the reactants C(OC(=O)C[C@@H](N1C=CC(C2C=CC=CC=2)=C1)C(N[C@H](C(=O)NC)C(C)(C)C)=O)C1C=CC=CC=1.[CH2:36]([O:43][C:44](=[O:77])[CH2:45][C@@H:46]([NH:69][C:70](OC(C)(C)C)=O)[C:47]([NH:49][C@@H:50]([C:63]1[CH:68]=[CH:67][CH:66]=[CH:65][CH:64]=1)[CH2:51][O:52][C:53]([O:55][CH2:56][C:57]1[CH:62]=[CH:61][CH:60]=[CH:59][CH:58]=1)=[O:54])=[O:48])[C:37]1[CH:42]=[CH:41][CH:40]=[CH:39][CH:38]=1.CO[CH:80]1[CH:84]([C:85]2[CH:90]=[CH:89][C:88]([C:91]3[CH:96]=[CH:95][N:94]=[CH:93][CH:92]=3)=[CH:87][CH:86]=2)[CH2:83]C(OC)O1.CO.C(Cl)Cl, predict the reaction product. (7) Given the reactants [CH2:1]([O:8][C:9]([NH:11][CH:12]([CH2:25][C:26]#[CH:27])[C:13]([NH:15][CH:16]([CH2:21][CH:22]([CH3:24])[CH3:23])[C:17]([O:19]C)=[O:18])=[O:14])=[O:10])[C:2]1[CH:7]=[CH:6][CH:5]=[CH:4][CH:3]=1.[OH-].[Li+], predict the reaction product. The product is: [CH2:1]([O:8][C:9]([NH:11][CH:12]([CH2:25][C:26]#[CH:27])[C:13]([NH:15][CH:16]([CH2:21][CH:22]([CH3:23])[CH3:24])[C:17]([OH:19])=[O:18])=[O:14])=[O:10])[C:2]1[CH:3]=[CH:4][CH:5]=[CH:6][CH:7]=1.